Dataset: NCI-60 drug combinations with 297,098 pairs across 59 cell lines. Task: Regression. Given two drug SMILES strings and cell line genomic features, predict the synergy score measuring deviation from expected non-interaction effect. Drug 1: CC(C1=C(C=CC(=C1Cl)F)Cl)OC2=C(N=CC(=C2)C3=CN(N=C3)C4CCNCC4)N. Drug 2: C1CC(=O)NC(=O)C1N2CC3=C(C2=O)C=CC=C3N. Cell line: SNB-75. Synergy scores: CSS=5.79, Synergy_ZIP=-1.87, Synergy_Bliss=-1.42, Synergy_Loewe=-0.123, Synergy_HSA=-0.912.